From a dataset of Catalyst prediction with 721,799 reactions and 888 catalyst types from USPTO. Predict which catalyst facilitates the given reaction. (1) Reactant: C(O)=O.[NH2:4][CH2:5][CH2:6][C:7]1[CH:33]=[CH:32][C:10]([NH:11][CH:12]2[CH2:17][CH2:16][N:15]([C:18]([NH:20][CH2:21][C:22]3[CH:27]=[CH:26][CH:25]=[CH:24][C:23]=3[C:28]([F:31])([F:30])[F:29])=[O:19])[CH2:14][CH2:13]2)=[CH:9][CH:8]=1.C([Si]([O:51][C:52]1[CH:57]=[CH:56][C:55]([O:58][CH2:59][CH:60]2[CH2:62][O:61]2)=[CH:54][CH:53]=1)(C1C=CC=CC=1)C1C=CC=CC=1)(C)(C)C. Product: [F:30][C:28]([F:31])([F:29])[C:23]1[CH:24]=[CH:25][CH:26]=[CH:27][C:22]=1[CH2:21][NH:20][C:18]([N:15]1[CH2:16][CH2:17][CH:12]([NH:11][C:10]2[CH:9]=[CH:8][C:7]([CH2:6][CH2:5][NH:4][CH2:62][C@H:60]([OH:61])[CH2:59][O:58][C:55]3[CH:56]=[CH:57][C:52]([OH:51])=[CH:53][CH:54]=3)=[CH:33][CH:32]=2)[CH2:13][CH2:14]1)=[O:19]. The catalyst class is: 147. (2) Reactant: [CH3:1][C:2]1([C:21]2[S:22][CH:23]=[CH:24][CH:25]=2)[C:8]2[CH:9]=[C:10]([C:13]3[NH:17][C:16]([C:18]#[N:19])=[CH:15][CH:14]=3)[CH:11]=[CH:12][C:7]=2[NH:6][C:5](=[O:20])[CH2:4][O:3]1.[C:26](=O)([O-])[O-].[K+].[K+].IC.C(OCC)(=O)C. Product: [CH3:26][N:17]1[C:13]([C:10]2[CH:11]=[CH:12][C:7]3[NH:6][C:5](=[O:20])[CH2:4][O:3][C:2]([CH3:1])([C:21]4[S:22][CH:23]=[CH:24][CH:25]=4)[C:8]=3[CH:9]=2)=[CH:14][CH:15]=[C:16]1[C:18]#[N:19]. The catalyst class is: 163. (3) Reactant: [C:1]([C:3]1[CH:26]=[CH:25][C:6]([O:7][C@H:8]2[CH2:13][CH2:12][C@H:11]([C:14]([N:16]3[CH2:21][CH2:20][N:19]([CH:22]([CH3:24])[CH3:23])[CH2:18][CH2:17]3)=[O:15])[CH2:10][CH2:9]2)=[CH:5][CH:4]=1)#[N:2].Cl.[NH2:28][OH:29].C(N(CC)CC)C. Product: [OH:29][NH:28][C:1](=[NH:2])[C:3]1[CH:4]=[CH:5][C:6]([O:7][C@H:8]2[CH2:13][CH2:12][C@H:11]([C:14]([N:16]3[CH2:17][CH2:18][N:19]([CH:22]([CH3:23])[CH3:24])[CH2:20][CH2:21]3)=[O:15])[CH2:10][CH2:9]2)=[CH:25][CH:26]=1. The catalyst class is: 8.